Dataset: Catalyst prediction with 721,799 reactions and 888 catalyst types from USPTO. Task: Predict which catalyst facilitates the given reaction. Reactant: [CH:1]1([C:4]2[N:5]=[C:6]3[CH:11]=[CH:10][C:9]([N:12]4[CH:17]=[CH:16][C:15]([OH:18])=[CH:14][C:13]4=[O:19])=[CH:8][N:7]3[C:20]=2[CH3:21])[CH2:3][CH2:2]1.[Br:22][C:23]1[CH:30]=[CH:29][C:26]([CH2:27]O)=[CH:25][CH:24]=1.C1(P(C2C=CC=CC=2)C2C=CC=CC=2)C=CC=CC=1. Product: [Br:22][C:23]1[CH:30]=[CH:29][C:26]([CH2:27][O:18][C:15]2[CH:16]=[CH:17][N:12]([C:9]3[CH:10]=[CH:11][C:6]4[N:7]([C:20]([CH3:21])=[C:4]([CH:1]5[CH2:3][CH2:2]5)[N:5]=4)[CH:8]=3)[C:13](=[O:19])[CH:14]=2)=[CH:25][CH:24]=1. The catalyst class is: 1.